Dataset: Peptide-MHC class I binding affinity with 185,985 pairs from IEDB/IMGT. Task: Regression. Given a peptide amino acid sequence and an MHC pseudo amino acid sequence, predict their binding affinity value. This is MHC class I binding data. The peptide sequence is YPASLHKFF. The MHC is HLA-B46:01 with pseudo-sequence HLA-B46:01. The binding affinity (normalized) is 0.0847.